Dataset: Catalyst prediction with 721,799 reactions and 888 catalyst types from USPTO. Task: Predict which catalyst facilitates the given reaction. (1) Reactant: [I:1][C:2]1[C:3](=[O:19])[C:4]2[CH:9]=[CH:8][NH:7][C:6](=[O:10])[C:5]=2[O:11][C:12]=1[C:13]1[CH:18]=[CH:17][CH:16]=[CH:15][CH:14]=1.[C:20](=O)([O-])[O-].[K+].[K+].IC. Product: [I:1][C:2]1[C:3](=[O:19])[C:4]2[CH:9]=[CH:8][N:7]([CH3:20])[C:6](=[O:10])[C:5]=2[O:11][C:12]=1[C:13]1[CH:18]=[CH:17][CH:16]=[CH:15][CH:14]=1. The catalyst class is: 3. (2) Reactant: C[O:2][C:3]1[C:4]([CH:13]=[O:14])=[CH:5][C:6]2[O:11][CH2:10][CH2:9][O:8][C:7]=2[CH:12]=1.B(Br)(Br)Br.C(=O)([O-])[O-].[K+].[K+]. Product: [OH:2][C:3]1[C:4]([CH:13]=[O:14])=[CH:5][C:6]2[O:11][CH2:10][CH2:9][O:8][C:7]=2[CH:12]=1. The catalyst class is: 46. (3) Reactant: [Cl:1][C:2]1[CH:7]=[CH:6][C:5]([C:8](=[O:14])[CH2:9][C:10]([O:12]C)=O)=[CH:4][CH:3]=1.[OH:15][C:16]1[CH:21]=[C:20](O)[CH:19]=[C:18]([OH:23])[CH:17]=1. Product: [Cl:1][C:2]1[CH:3]=[CH:4][C:5]([C:8]2[O:14][C:20]3[C:21]([C:10](=[O:12])[CH:9]=2)=[C:16]([OH:15])[CH:17]=[C:18]([OH:23])[CH:19]=3)=[CH:6][CH:7]=1. The catalyst class is: 25. (4) Reactant: N#N.[NH:3]1[C:7]2[CH:8]=[CH:9][CH:10]=[CH:11][C:6]=2[N:5]=[C:4]1[C@H:12]([NH:22]C(=O)OC(C)(C)C)[CH2:13][C:14]1[CH:19]=[CH:18][C:17]([O:20][CH3:21])=[CH:16][CH:15]=1.Cl. Product: [NH:3]1[C:7]2[CH:8]=[CH:9][CH:10]=[CH:11][C:6]=2[N:5]=[C:4]1[C@H:12]([NH2:22])[CH2:13][C:14]1[CH:19]=[CH:18][C:17]([O:20][CH3:21])=[CH:16][CH:15]=1. The catalyst class is: 135. (5) Reactant: [CH2:1]([N:8]1[CH:13]2[CH2:14][CH2:15][CH2:16][CH:9]1[CH2:10][C:11](=[O:17])[CH2:12]2)[C:2]1[CH:7]=[CH:6][CH:5]=[CH:4][CH:3]=1.OS(O)(=O)=O.[N-:23]=[N+]=[N-].[Na+].C([O-])([O-])=O.[K+].[K+].[OH-].[K+]. Product: [CH2:1]([N:8]1[CH:13]2[CH2:14][CH2:15][CH2:16][CH:9]1[CH2:10][NH:23][C:11](=[O:17])[CH2:12]2)[C:2]1[CH:7]=[CH:6][CH:5]=[CH:4][CH:3]=1. The catalyst class is: 22. (6) Reactant: Cl[C:2]1[C:7]([N+:8]([O-:10])=[O:9])=[C:6]([Cl:11])[N:5]=[CH:4][N:3]=1.C(=O)([O-])O.[Na+].[F:17][C:18]([F:27])([F:26])[C:19]1[CH:25]=[CH:24][C:22]([NH2:23])=[CH:21][CH:20]=1. Product: [Cl:11][C:6]1[N:5]=[CH:4][N:3]=[C:2]([NH:23][C:22]2[CH:24]=[CH:25][C:19]([C:18]([F:17])([F:26])[F:27])=[CH:20][CH:21]=2)[C:7]=1[N+:8]([O-:10])=[O:9]. The catalyst class is: 7. (7) The catalyst class is: 22. Product: [CH:1]1([CH2:7][C@H:8]([N:17]2[CH2:22][CH2:21][N:20]([S:24]([C:36]3[CH:35]=[CH:37][C:6]4[C:1](=[CH:2][CH:3]=[CH:4][CH:5]=4)[CH:7]=3)(=[O:26])=[O:25])[CH2:19][C:18]2=[O:23])[C:9]([NH:11][C:12]2[S:13][CH:14]=[CH:15][N:16]=2)=[O:10])[CH2:6][CH2:5][CH2:4][CH2:3][CH2:2]1. Reactant: [CH:1]1([CH2:7][C@H:8]([N:17]2[CH2:22][CH2:21][NH:20][CH2:19][C:18]2=[O:23])[C:9]([NH:11][C:12]2[S:13][CH:14]=[CH:15][N:16]=2)=[O:10])[CH2:6][CH2:5][CH2:4][CH2:3][CH2:2]1.[S:24](Cl)(Cl)(=[O:26])=[O:25].CCN([CH:35]([CH3:37])[CH3:36])C(C)C. (8) Reactant: [Li+].C[Si]([N-][Si](C)(C)C)(C)C.[Br:11][C:12]1[CH:17]=[CH:16][C:15]([NH:18][C:19]2[C:39]([CH:40]3[CH2:42][CH2:41]3)=[CH:38][C:22]3[C:23]([C:33]([O:35][CH2:36][CH3:37])=[O:34])=[C:24]([C:26]4[CH:31]=[CH:30][C:29]([Cl:32])=[CH:28][CH:27]=4)[O:25][C:21]=3[CH:20]=2)=[CH:14][C:13]=1[Cl:43].[CH3:44][S:45](Cl)(=[O:47])=[O:46].O. Product: [Br:11][C:12]1[CH:17]=[CH:16][C:15]([N:18]([C:19]2[C:39]([CH:40]3[CH2:42][CH2:41]3)=[CH:38][C:22]3[C:23]([C:33]([O:35][CH2:36][CH3:37])=[O:34])=[C:24]([C:26]4[CH:31]=[CH:30][C:29]([Cl:32])=[CH:28][CH:27]=4)[O:25][C:21]=3[CH:20]=2)[S:45]([CH3:44])(=[O:47])=[O:46])=[CH:14][C:13]=1[Cl:43]. The catalyst class is: 49. (9) Reactant: [NH2:1][C:2]1[C:7]([N+:8]([O-:10])=[O:9])=[CH:6][CH:5]=[C:4](Cl)[N:3]=1.[C:12]1([S-:18])[CH:17]=[CH:16][CH:15]=[CH:14][CH:13]=1.[Na+]. Product: [NH2:1][C:2]1[C:7]([N+:8]([O-:10])=[O:9])=[CH:6][CH:5]=[C:4]([S:18][C:12]2[CH:17]=[CH:16][CH:15]=[CH:14][CH:13]=2)[N:3]=1. The catalyst class is: 378. (10) Reactant: [H-].[Na+].Cl.[NH2:4][C:5]([NH2:7])=[NH:6].[CH2:8]([O:10][C:11](=[O:34])[C:12]1([CH2:33][CH2:32][CH2:31][CH2:30]1)[N:13]([S:15]([C:18]1[CH:27]=[C:26]2[C:21]([C:22]([Cl:29])=[CH:23][N:24]=[C:25]2Cl)=[CH:20][CH:19]=1)(=[O:17])=[O:16])[CH3:14])[CH3:9].O. Product: [CH2:8]([O:10][C:11](=[O:34])[C:12]1([CH2:30][CH2:31][CH2:32][CH2:33]1)[N:13]([S:15]([C:18]1[CH:27]=[C:26]2[C:21]([C:22]([Cl:29])=[CH:23][N:24]=[C:25]2[NH:6][C:5]([NH2:7])=[NH:4])=[CH:20][CH:19]=1)(=[O:17])=[O:16])[CH3:14])[CH3:9]. The catalyst class is: 16.